Dataset: Full USPTO retrosynthesis dataset with 1.9M reactions from patents (1976-2016). Task: Predict the reactants needed to synthesize the given product. (1) Given the product [Br:1][C:2]1[CH:3]=[CH:4][C:5]([CH2:8][C:10]#[N:11])=[N:6][CH:7]=1, predict the reactants needed to synthesize it. The reactants are: [Br:1][C:2]1[CH:3]=[CH:4][C:5]([CH2:8]Br)=[N:6][CH:7]=1.[C-:10]#[N:11].[K+]. (2) Given the product [F:1][C:2]([F:20])([S:16]([F:19])(=[O:18])=[O:17])[C:3]1[O:15][C:7]([C:8]([F:10])([F:9])[S:11]([F:14])(=[O:13])=[O:12])=[N:6][N:5]=1, predict the reactants needed to synthesize it. The reactants are: [F:1][C:2]([F:20])([S:16]([F:19])(=[O:18])=[O:17])[C:3]([NH:5][NH:6][C:7](=[O:15])[C:8]([S:11]([F:14])(=[O:13])=[O:12])([F:10])[F:9])=O.OS(O)(=O)=O.O=S(=O)=O. (3) Given the product [CH3:19][C:16]([Si:13]([CH3:14])([CH3:15])[O:20][CH2:21][CH2:22][N:23]([CH3:24])[C:4](=[O:5])[C:3]1[CH:7]=[CH:8][C:9]([F:12])=[C:10]([F:11])[C:2]=1[F:1])([CH3:17])[CH3:18], predict the reactants needed to synthesize it. The reactants are: [F:1][C:2]1[C:10]([F:11])=[C:9]([F:12])[CH:8]=[CH:7][C:3]=1[C:4](Cl)=[O:5].[Si:13]([O:20][CH2:21][CH2:22][NH:23][CH3:24])([C:16]([CH3:19])([CH3:18])[CH3:17])([CH3:15])[CH3:14]. (4) The reactants are: [CH3:1][O:2][C:3]1[CH:8]=[CH:7][C:6]([C:9]#[C:10][C:11]2[CH2:20][CH2:19][C:18]3[CH:17]=[C:16]([C@H:21]4[CH2:30][CH2:29][C@@:23]5([NH:27][C:26](=[O:28])[O:25][CH2:24]5)[CH2:22]4)[CH:15]=[CH:14][C:13]=3[CH:12]=2)=[CH:5][CH:4]=1.[H][H]. Given the product [CH3:1][O:2][C:3]1[CH:8]=[CH:7][C:6]([CH2:9][CH2:10][CH:11]2[CH2:20][CH2:19][C:18]3[CH:17]=[C:16]([C@H:21]4[CH2:30][CH2:29][C@@:23]5([NH:27][C:26](=[O:28])[O:25][CH2:24]5)[CH2:22]4)[CH:15]=[CH:14][C:13]=3[CH2:12]2)=[CH:5][CH:4]=1, predict the reactants needed to synthesize it. (5) Given the product [CH3:21][C:18]1[CH:17]=[CH:16][C:15]([C:14]2[N:13]=[C:12]3[CH:22]=[N:23][N:24]([CH2:25][CH:26]4[CH2:27][CH2:28][NH:29][CH2:30][CH2:31]4)[C:11]3=[CH:10][C:9]=2[C:6]2[CH:5]=[CH:4][C:3]([C:1]#[N:2])=[CH:8][CH:7]=2)=[CH:20][CH:19]=1, predict the reactants needed to synthesize it. The reactants are: [C:1]([C:3]1[CH:8]=[CH:7][C:6]([C:9]2[CH:10]=[C:11]3[N:24]([CH2:25][CH:26]4[CH2:31][CH2:30][N:29](C(OC(C)(C)C)=O)[CH2:28][CH2:27]4)[N:23]=[CH:22][C:12]3=[N:13][C:14]=2[C:15]2[CH:20]=[CH:19][C:18]([CH3:21])=[CH:17][CH:16]=2)=[CH:5][CH:4]=1)#[N:2].Cl. (6) Given the product [C:25]([N:21]1[CH2:22][CH2:23][CH2:24][CH:19]([O:18][C:17]2[C:9]([CH3:8])=[C:10]3[C:14](=[CH:15][CH:16]=2)[NH:13][N:12]=[CH:11]3)[CH2:20]1)(=[O:27])[CH3:26], predict the reactants needed to synthesize it. The reactants are: C(N(CC)CC)C.[CH3:8][C:9]1[C:17]([O:18][CH:19]2[CH2:24][CH2:23][CH2:22][NH:21][CH2:20]2)=[CH:16][CH:15]=[C:14]2[C:10]=1[CH:11]=[N:12][NH:13]2.[C:25](O)(=[O:27])[CH3:26].Cl.C(N=C=NCCCN(C)C)C.ON1C2C=CC=CC=2N=N1. (7) Given the product [OH:18][CH2:19][C:20]1[N:24]([CH2:25][O:26][CH2:27][CH2:28][Si:29]([CH3:30])([CH3:32])[CH3:31])[C:23]([C:33](=[O:35])[CH3:34])=[N:22][C:21]=1[CH3:36], predict the reactants needed to synthesize it. The reactants are: [Si]([O:18][CH2:19][C:20]1[N:24]([CH2:25][O:26][CH2:27][CH2:28][Si:29]([CH3:32])([CH3:31])[CH3:30])[C:23]([C:33](=[O:35])[CH3:34])=[N:22][C:21]=1[CH3:36])(C(C)(C)C)(C1C=CC=CC=1)C1C=CC=CC=1.CCCC[N+](CCCC)(CCCC)CCCC.[F-]. (8) Given the product [Cl:73][C:69]1[CH:68]=[C:67]([CH:41]([C:37]2[CH:38]=[CH:39][CH:40]=[C:35]([Cl:34])[CH:36]=2)[N:42]2[CH2:47][CH2:46][CH:45]([CH2:48][O:49][C:50]3[C:62]([CH:63]4[CH2:65][CH2:64]4)=[CH:61][C:53]([C:54]([OH:56])=[O:55])=[C:52]([F:66])[CH:51]=3)[CH2:44][CH2:43]2)[CH:72]=[CH:71][CH:70]=1, predict the reactants needed to synthesize it. The reactants are: C(OC(C1C(F)=CC(OCC2(F)CCN(C(OC(C)(C)C)=O)CC2)=C(C2CC2)C=1)=O)(C)(C)C.[Cl:34][C:35]1[CH:36]=[C:37]([CH:41]([C:67]2[CH:72]=[CH:71][CH:70]=[C:69]([Cl:73])[CH:68]=2)[N:42]2[CH2:47][CH2:46][CH:45]([CH2:48][O:49][C:50]3[C:62]([CH:63]4[CH2:65][CH2:64]4)=[CH:61][C:53]([C:54]([O:56]C(C)(C)C)=[O:55])=[C:52]([F:66])[CH:51]=3)[CH2:44][CH2:43]2)[CH:38]=[CH:39][CH:40]=1.